From a dataset of Reaction yield outcomes from USPTO patents with 853,638 reactions. Predict the reaction yield, written as a fraction of the theoretical maximum amount of product (1.0 means a 100% yield; for example, 0.34 means a 34% yield). (1) The reactants are [CH2:1]([C:3]1[C:8]([O:9][C:10]2[C:11](C(N)=O)=[N:12][CH:13]=[C:14]([S:16][C:17]3[CH:22]=[CH:21][CH:20]=[CH:19][N:18]=3)[CH:15]=2)=[CH:7][CH:6]=[CH:5][N:4]=1)[CH3:2].Br[N:27]1C(=O)CCC1=O.[OH-].[Na+]. The catalyst is CO.O.[NH4+].[Cl-]. The product is [CH2:1]([C:3]1[C:8]([O:9][C:10]2[C:11]([NH2:27])=[N:12][CH:13]=[C:14]([S:16][C:17]3[CH:22]=[CH:21][CH:20]=[CH:19][N:18]=3)[CH:15]=2)=[CH:7][CH:6]=[CH:5][N:4]=1)[CH3:2]. The yield is 0.805. (2) The reactants are C[Si]([C:5]#[N:6])(C)C.[NH2:7][C:8]1[CH:13]=[CH:12][C:11]([CH3:14])=[CH:10][CH:9]=1.[C:15]1(=O)[CH2:19][CH2:18][CH2:17][CH2:16]1. The catalyst is ClCCl. The product is [CH3:14][C:11]1[CH:12]=[CH:13][C:8]([NH:7][C:15]2([C:5]#[N:6])[CH2:19][CH2:18][CH2:17][CH2:16]2)=[CH:9][CH:10]=1. The yield is 0.980. (3) The reactants are COC1C=[C:5]2[C:10](=NC=1)[N:9]=[CH:8][CH:7]=[C:6]2[N:13]1[CH2:18][CH2:17][CH:16]([CH2:19][CH2:20][NH2:21])[CH2:15][CH2:14]1.[CH:22]1[CH:22]=[CH:27][C:26]2[N:28](O)N=[N:28][C:26]=2[CH:27]=1.C(Cl)CCl.C(N(C(C)C)CC)(C)C.[O:45]=[C:46]1[CH2:51][S:50][C:49]2[CH:52]=[CH:53][C:54]([C:56]([OH:58])=O)=[N:55][C:48]=2[NH:47]1.CN([CH:62]=[O:63])C. No catalyst specified. The product is [CH3:62][O:63][C:26]1[N:28]=[C:5]2[C:10](=[CH:22][CH:27]=1)[N:9]=[CH:8][CH:7]=[C:6]2[N:13]1[CH2:14][CH2:15][CH:16]([CH2:19][CH2:20][NH:21][C:56]([C:54]2[CH:53]=[CH:52][C:49]3[S:50][CH2:51][C:46](=[O:45])[NH:47][C:48]=3[N:55]=2)=[O:58])[CH2:17][CH2:18]1. The yield is 0.780. (4) The reactants are [C:12]([O:11][C:9](O[C:9]([O:11][C:12]([CH3:15])([CH3:14])[CH3:13])=[O:10])=[O:10])([CH3:15])([CH3:14])[CH3:13].[CH2:16]([O:23][C:24](=[O:37])[NH:25][C:26]1[C:35]2[CH2:34][CH:33]([NH2:36])[CH2:32][CH2:31][C:30]=2[CH:29]=[CH:28][CH:27]=1)[C:17]1[CH:22]=[CH:21][CH:20]=[CH:19][CH:18]=1.C(N(C(C)C)CC)(C)C. The catalyst is C(Cl)Cl. The product is [C:12]([O:11][C:9](=[O:10])[NH:36][CH:33]1[CH2:32][CH2:31][C:30]2[C:35](=[C:26]([NH:25][C:24]([O:23][CH2:16][C:17]3[CH:22]=[CH:21][CH:20]=[CH:19][CH:18]=3)=[O:37])[CH:27]=[CH:28][CH:29]=2)[CH2:34]1)([CH3:13])([CH3:14])[CH3:15]. The yield is 0.790. (5) The reactants are [C:1]1([C:7]([C:12]2[CH:17]=[CH:16][CH:15]=[CH:14][CH:13]=2)([CH3:11])[C:8]([OH:10])=O)[CH:6]=[CH:5][CH:4]=[CH:3][CH:2]=1.[CH3:18][NH:19][CH2:20][C:21]1[S:22][CH:23]=[CH:24][CH:25]=1.C(N(CC)CC)C.CCN=C=NCCCN(C)C. The catalyst is C(Cl)Cl.CN(C1C=CN=CC=1)C. The product is [CH3:18][N:19]([CH2:20][C:21]1[S:22][CH:23]=[CH:24][CH:25]=1)[C:8](=[O:10])[C:7]([C:1]1[CH:2]=[CH:3][CH:4]=[CH:5][CH:6]=1)([C:12]1[CH:17]=[CH:16][CH:15]=[CH:14][CH:13]=1)[CH3:11]. The yield is 0.540. (6) The reactants are Br[CH2:2][C:3]1[CH:13]=[CH:12][C:11]([O:14][CH3:15])=[CH:10][C:4]=1[C:5]([O:7]CC)=O.[NH2:16][C:17]1[CH:18]=[C:19]2[C:23](=[N:24][CH:25]=1)[N:22]([CH3:26])[CH:21]=[CH:20]2.C(N(CC)C(C)C)(C)C.[OH-].[Li+]. The catalyst is C(O)C. The product is [CH3:15][O:14][C:11]1[CH:10]=[C:4]2[C:3]([CH2:2][N:16]([C:17]3[CH:18]=[C:19]4[CH:20]=[CH:21][N:22]([CH3:26])[C:23]4=[N:24][CH:25]=3)[C:5]2=[O:7])=[CH:13][CH:12]=1. The yield is 0.290. (7) The reactants are Cl[CH2:2][CH2:3][NH:4][C:5]([NH:7][CH:8]1[CH2:13][CH2:12][O:11][C:10]([CH3:15])([CH3:14])[CH2:9]1)=[O:6].[H-].[Na+]. The catalyst is C1COCC1. The product is [CH3:14][C:10]1([CH3:15])[CH2:9][CH:8]([N:7]2[CH2:2][CH2:3][NH:4][C:5]2=[O:6])[CH2:13][CH2:12][O:11]1. The yield is 0.260. (8) The reactants are [Cl:1][C:2]1[CH:3]=[C:4]2[C:9](=[CH:10][CH:11]=1)[NH:8][CH:7]([C:12]1[CH:13]=[C:14]([S:18](Cl)(=[O:20])=[O:19])[CH:15]=[CH:16][CH:17]=1)[CH2:6][C:5]2([CH3:23])[CH3:22].[N:24]1C=CC=C[CH:25]=1.Cl.CN. The catalyst is ClCCl. The product is [Cl:1][C:2]1[CH:3]=[C:4]2[C:9](=[CH:10][CH:11]=1)[NH:8][CH:7]([C:12]1[CH:13]=[C:14]([S:18]([NH:24][CH3:25])(=[O:20])=[O:19])[CH:15]=[CH:16][CH:17]=1)[CH2:6][C:5]2([CH3:23])[CH3:22]. The yield is 0.400. (9) The reactants are Cl.[Cl:2][C:3]1[CH:4]=[C:5]([NH:11][C@H:12]([CH2:18][NH:19][CH3:20])[CH2:13][C:14](OC)=[O:15])[CH:6]=[CH:7][C:8]=1[C:9]#[N:10].C([O-])([O-])=O.[K+].[K+]. The catalyst is CC#N.CO. The product is [Cl:2][C:3]1[CH:4]=[C:5]([NH:11][C@H:12]2[CH2:13][C:14](=[O:15])[N:19]([CH3:20])[CH2:18]2)[CH:6]=[CH:7][C:8]=1[C:9]#[N:10]. The yield is 0.810.